Dataset: Full USPTO retrosynthesis dataset with 1.9M reactions from patents (1976-2016). Task: Predict the reactants needed to synthesize the given product. Given the product [OH:31][CH2:30][CH2:32][NH:33][C:4]([C:6]1[C:7]2[S:15][CH:14]=[C:13]([CH2:16][O:17][C:18]3[CH:23]=[CH:22][CH:21]=[C:20]([C:24]4[O:25][C:26]([CH3:29])=[N:27][N:28]=4)[CH:19]=3)[C:8]=2[C:9]([NH2:12])=[N:10][CH:11]=1)=[O:5], predict the reactants needed to synthesize it. The reactants are: C(O[C:4]([C:6]1[C:7]2[S:15][CH:14]=[C:13]([CH2:16][O:17][C:18]3[CH:23]=[CH:22][CH:21]=[C:20]([C:24]4[O:25][C:26]([CH3:29])=[N:27][N:28]=4)[CH:19]=3)[C:8]=2[C:9]([NH2:12])=[N:10][CH:11]=1)=[O:5])C.[CH2:30]([CH2:32][NH2:33])[OH:31].